Dataset: Reaction yield outcomes from USPTO patents with 853,638 reactions. Task: Predict the reaction yield, written as a fraction of the theoretical maximum amount of product (1.0 means a 100% yield; for example, 0.34 means a 34% yield). The reactants are [Li+].[OH-].[CH3:3][C:4]1[CH:9]=[CH:8][CH:7]=[C:6]([CH3:10])[C:5]=1[NH:11][C:12]([NH:14][C:15]1[C:16]([C:25]([NH:27][CH2:28][CH2:29][CH2:30][C:31]([O:33]CC)=[O:32])=[O:26])=[CH:17][C:18]2[C:23]([CH:24]=1)=[CH:22][CH:21]=[CH:20][CH:19]=2)=[O:13].Cl.C(OCC)(=O)C. The catalyst is O.O1CCOCC1. The product is [CH3:10][C:6]1[CH:7]=[CH:8][CH:9]=[C:4]([CH3:3])[C:5]=1[NH:11][C:12]([NH:14][C:15]1[C:16]([C:25]([NH:27][CH2:28][CH2:29][CH2:30][C:31]([OH:33])=[O:32])=[O:26])=[CH:17][C:18]2[C:23]([CH:24]=1)=[CH:22][CH:21]=[CH:20][CH:19]=2)=[O:13]. The yield is 0.440.